From a dataset of NCI-60 drug combinations with 297,098 pairs across 59 cell lines. Regression. Given two drug SMILES strings and cell line genomic features, predict the synergy score measuring deviation from expected non-interaction effect. (1) Drug 1: CN1CCC(CC1)COC2=C(C=C3C(=C2)N=CN=C3NC4=C(C=C(C=C4)Br)F)OC. Drug 2: CN(C)N=NC1=C(NC=N1)C(=O)N. Cell line: NCI-H460. Synergy scores: CSS=15.8, Synergy_ZIP=-6.15, Synergy_Bliss=-0.814, Synergy_Loewe=-1.19, Synergy_HSA=-0.736. (2) Drug 1: C1=CC=C(C(=C1)C(C2=CC=C(C=C2)Cl)C(Cl)Cl)Cl. Drug 2: C1CCC(C(C1)N)N.C(=O)(C(=O)[O-])[O-].[Pt+4]. Cell line: SNB-19. Synergy scores: CSS=8.09, Synergy_ZIP=-2.03, Synergy_Bliss=3.47, Synergy_Loewe=-11.5, Synergy_HSA=1.66. (3) Drug 1: CC1=C(C(=CC=C1)Cl)NC(=O)C2=CN=C(S2)NC3=CC(=NC(=N3)C)N4CCN(CC4)CCO. Drug 2: C1C(C(OC1N2C=NC(=NC2=O)N)CO)O. Cell line: NCI/ADR-RES. Synergy scores: CSS=4.37, Synergy_ZIP=0.910, Synergy_Bliss=3.29, Synergy_Loewe=1.57, Synergy_HSA=0.886. (4) Drug 1: CC1=C(C=C(C=C1)NC2=NC=CC(=N2)N(C)C3=CC4=NN(C(=C4C=C3)C)C)S(=O)(=O)N.Cl. Drug 2: CCCCC(=O)OCC(=O)C1(CC(C2=C(C1)C(=C3C(=C2O)C(=O)C4=C(C3=O)C=CC=C4OC)O)OC5CC(C(C(O5)C)O)NC(=O)C(F)(F)F)O. Cell line: DU-145. Synergy scores: CSS=1.01, Synergy_ZIP=-0.166, Synergy_Bliss=-0.270, Synergy_Loewe=-1.70, Synergy_HSA=-1.70. (5) Drug 1: CN1CCC(CC1)COC2=C(C=C3C(=C2)N=CN=C3NC4=C(C=C(C=C4)Br)F)OC. Drug 2: C1CN(CCN1C(=O)CCBr)C(=O)CCBr. Cell line: CCRF-CEM. Synergy scores: CSS=19.2, Synergy_ZIP=-0.565, Synergy_Bliss=2.71, Synergy_Loewe=-6.28, Synergy_HSA=2.54.